Dataset: Forward reaction prediction with 1.9M reactions from USPTO patents (1976-2016). Task: Predict the product of the given reaction. (1) Given the reactants [Br:1][C:2]1[CH:7]=[CH:6][CH:5]=[C:4]([CH3:8])[N:3]=1.C[Si]([N-][Si](C)(C)C)(C)C.[Na+].[N:19]1[C:28]2[C:23](=[CH:24][C:25]([C:29](OC)=[O:30])=[CH:26][CH:27]=2)[CH:22]=[CH:21][CH:20]=1.C1C[O:36]CC1, predict the reaction product. The product is: [Br:1][C:2]1[N:3]=[C:4]([C:8](=[O:36])[C:29]([C:25]2[CH:24]=[C:23]3[C:28](=[CH:27][CH:26]=2)[N:19]=[CH:20][CH:21]=[CH:22]3)=[O:30])[CH:5]=[CH:6][CH:7]=1. (2) Given the reactants [OH:1][CH:2]([C:18]1[O:19][C:20]([C:23]2[N:28]=[C:27]([C:29]([O:31][CH3:32])=[O:30])[CH:26]=[CH:25][CH:24]=2)=[CH:21][N:22]=1)[CH2:3][CH2:4][C:5]1[CH:10]=[CH:9][C:8]([O:11][C:12]2[CH:17]=[CH:16][CH:15]=[CH:14][CH:13]=2)=[CH:7][CH:6]=1.CC(OI1(OC(C)=O)(OC(C)=O)OC(=O)C2C=CC=CC1=2)=O.C([O-])(O)=O.[Na+], predict the reaction product. The product is: [O:11]([C:8]1[CH:7]=[CH:6][C:5]([CH2:4][CH2:3][C:2]([C:18]2[O:19][C:20]([C:23]3[N:28]=[C:27]([C:29]([O:31][CH3:32])=[O:30])[CH:26]=[CH:25][CH:24]=3)=[CH:21][N:22]=2)=[O:1])=[CH:10][CH:9]=1)[C:12]1[CH:17]=[CH:16][CH:15]=[CH:14][CH:13]=1. (3) Given the reactants [C:1]1([Mg]Br)[CH:6]=[CH:5][CH:4]=[CH:3][CH:2]=1.C([O:11]CC)C.[NH2:14][C:15]1[CH:22]=[C:21]([O:23][CH3:24])[CH:20]=[CH:19][C:16]=1[C:17]#N.Cl.[OH-].[Na+], predict the reaction product. The product is: [NH2:14][C:15]1[CH:22]=[C:21]([O:23][CH3:24])[CH:20]=[CH:19][C:16]=1[C:17]([C:1]1[CH:6]=[CH:5][CH:4]=[CH:3][CH:2]=1)=[O:11]. (4) Given the reactants C[O:2][C:3](=[O:43])[C:4]1[CH:9]=[CH:8][C:7]([NH:10][C:11]([C@@H:13]2[NH:17][C@@H:16]([CH2:18][C:19]([CH3:22])([CH3:21])[CH3:20])[C@:15]3([C:30]4[C:25](=[CH:26][C:27]([Cl:31])=[CH:28][CH:29]=4)[NH:24][C:23]3=[O:32])[C@H:14]2[C:33]2[CH:38]=[CH:37][CH:36]=[C:35]([Br:39])[C:34]=2[F:40])=[O:12])=[C:6]([O:41][CH3:42])[CH:5]=1.[OH-].[Na+].Cl, predict the reaction product. The product is: [Br:39][C:35]1[C:34]([F:40])=[C:33]([C@H:14]2[C@H:13]([C:11]([NH:10][C:7]3[CH:8]=[CH:9][C:4]([C:3]([OH:43])=[O:2])=[CH:5][C:6]=3[O:41][CH3:42])=[O:12])[NH:17][C@@H:16]([CH2:18][C:19]([CH3:22])([CH3:21])[CH3:20])[C@@:15]32[C:30]2[C:25](=[CH:26][C:27]([Cl:31])=[CH:28][CH:29]=2)[NH:24][C:23]3=[O:32])[CH:38]=[CH:37][CH:36]=1.